This data is from Full USPTO retrosynthesis dataset with 1.9M reactions from patents (1976-2016). The task is: Predict the reactants needed to synthesize the given product. (1) Given the product [CH3:21][N:20]([CH3:22])[C:18]1[N:19]=[C:14]([F:13])[C:15]([B:23]([OH:28])[OH:24])=[CH:16][CH:17]=1, predict the reactants needed to synthesize it. The reactants are: C(NC(C)C)(C)C.C([Li])CCC.[F:13][C:14]1[N:19]=[C:18]([N:20]([CH3:22])[CH3:21])[CH:17]=[CH:16][CH:15]=1.[B:23](OC(C)C)([O:28]C(C)C)[O:24]C(C)C.[Cl-].[NH4+]. (2) Given the product [Cl:3][C:4]1[N:5]=[N:6][C:7]([Cl:23])=[CH:8][C:9]=1[C:10]([C:12]1[CH:21]=[C:20]([CH3:22])[C:15]2[N:16]([CH3:25])[C:17](=[O:19])[O:18][C:14]=2[CH:13]=1)=[O:11], predict the reactants needed to synthesize it. The reactants are: [H-].[Na+].[Cl:3][C:4]1[N:5]=[N:6][C:7]([Cl:23])=[CH:8][C:9]=1[C:10]([C:12]1[CH:21]=[C:20]([CH3:22])[C:15]2[NH:16][C:17](=[O:19])[O:18][C:14]=2[CH:13]=1)=[O:11].I[CH3:25]. (3) Given the product [NH2:9][C@@H:4]([C:5]1([OH:8])[CH2:7][CH2:6]1)[C:3]([N:2]([CH3:21])[CH3:1])=[O:20], predict the reactants needed to synthesize it. The reactants are: [CH3:1][N:2]([CH3:21])[C:3](=[O:20])[C@@H:4]([NH:9]C(=O)OCC1C=CC=CC=1)[C:5]1([OH:8])[CH2:7][CH2:6]1. (4) Given the product [S:43](=[O:45])(=[O:44])([O:31][CH2:30][C@@H:22]1[C@@H:23]2[C@@H:27]([O:26][C:25]([CH3:29])([CH3:28])[O:24]2)[C@H:20]([NH:19][C:14]2[C:13]([C:11]([C:8]3[S:9][CH:10]=[C:6]([CH2:5][C:4]4[CH:32]=[CH:33][CH:34]=[C:2]([Br:1])[CH:3]=4)[CH:7]=3)=[O:12])=[CH:18][N:17]=[CH:16][N:15]=2)[CH2:21]1)[NH2:46], predict the reactants needed to synthesize it. The reactants are: [Br:1][C:2]1[CH:3]=[C:4]([CH:32]=[CH:33][CH:34]=1)[CH2:5][C:6]1[CH:7]=[C:8]([C:11]([C:13]2[C:14]([NH:19][C@H:20]3[C@H:27]4[C@H:23]([O:24][C:25]([CH3:29])([CH3:28])[O:26]4)[C@@H:22]([CH2:30][OH:31])[CH2:21]3)=[N:15][CH:16]=[N:17][CH:18]=2)=[O:12])[S:9][CH:10]=1.C(N(CC)CC)C.Cl[S:43]([NH2:46])(=[O:45])=[O:44]. (5) Given the product [CH2:1]([O:8][C:9]1[C:13]([CH2:14][OH:15])=[CH:12][N:11]([CH3:19])[N:10]=1)[C:2]1[CH:7]=[CH:6][CH:5]=[CH:4][CH:3]=1, predict the reactants needed to synthesize it. The reactants are: [CH2:1]([O:8][C:9]1[C:13]([C:14](OCC)=[O:15])=[CH:12][N:11]([CH3:19])[N:10]=1)[C:2]1[CH:7]=[CH:6][CH:5]=[CH:4][CH:3]=1.[H-].[Al+3].[Li+].[H-].[H-].[H-].O.O.O.O.O.O.O.O.O.O.[O-]S([O-])(=O)=O.[Na+].[Na+]. (6) Given the product [F:1][C:2]([F:26])([F:25])[CH2:3][NH:4][C:5]([C:7]1([CH2:20][CH2:21][CH2:22][CH2:23][N:33]2[C@H:32]([CH3:34])[CH2:31][N:30]([C:35]3[N:39]([CH3:40])[C:38]4[CH:41]=[CH:42][CH:43]=[CH:44][C:37]=4[N:36]=3)[CH2:29][C@@H:28]2[CH3:27])[C:19]2[CH:18]=[CH:17][CH:16]=[CH:15][C:14]=2[C:13]2[C:8]1=[CH:9][CH:10]=[CH:11][CH:12]=2)=[O:6], predict the reactants needed to synthesize it. The reactants are: [F:1][C:2]([F:26])([F:25])[CH2:3][NH:4][C:5]([C:7]1([CH2:20][CH2:21][CH2:22][CH2:23]Br)[C:19]2[CH:18]=[CH:17][CH:16]=[CH:15][C:14]=2[C:13]2[C:8]1=[CH:9][CH:10]=[CH:11][CH:12]=2)=[O:6].[CH3:27][C@H:28]1[NH:33][C@@H:32]([CH3:34])[CH2:31][N:30]([C:35]2[N:39]([CH3:40])[C:38]3[CH:41]=[CH:42][CH:43]=[CH:44][C:37]=3[N:36]=2)[CH2:29]1. (7) Given the product [CH:1]1([C:4]2[CH:13]=[CH:12][C:11]3[C:6](=[CH:7][CH:8]=[CH:9][CH:10]=3)[C:5]=2[CH2:14][OH:15])[CH2:3][CH2:2]1, predict the reactants needed to synthesize it. The reactants are: [CH:1]1([C:4]2[CH:13]=[CH:12][C:11]3[C:6](=[CH:7][CH:8]=[CH:9][CH:10]=3)[C:5]=2[C:14](OC)=[O:15])[CH2:3][CH2:2]1.C1COCC1.[H-].[H-].[H-].[H-].[Li+].[Al+3].